This data is from Reaction yield outcomes from USPTO patents with 853,638 reactions. The task is: Predict the reaction yield, written as a fraction of the theoretical maximum amount of product (1.0 means a 100% yield; for example, 0.34 means a 34% yield). The reactants are Br[C:2]1[C:7]([O:8][S:9]([C:12]([F:15])([F:14])[F:13])(=[O:11])=[O:10])=[CH:6][CH:5]=[CH:4][N:3]=1.[Cl-].C([O-])(O)=O.[Na+].[CH2:22]1[CH2:26]OC[CH2:23]1. The catalyst is C1C=CC([P]([Pd]([P](C2C=CC=CC=2)(C2C=CC=CC=2)C2C=CC=CC=2)([P](C2C=CC=CC=2)(C2C=CC=CC=2)C2C=CC=CC=2)[P](C2C=CC=CC=2)(C2C=CC=CC=2)C2C=CC=CC=2)(C2C=CC=CC=2)C2C=CC=CC=2)=CC=1. The product is [CH:23]1([C:2]2[C:7]([O:8][S:9]([C:12]([F:15])([F:14])[F:13])(=[O:11])=[O:10])=[CH:6][CH:5]=[CH:4][N:3]=2)[CH2:22][CH2:26]1. The yield is 0.570.